From a dataset of Full USPTO retrosynthesis dataset with 1.9M reactions from patents (1976-2016). Predict the reactants needed to synthesize the given product. (1) Given the product [Br:1][C:2]1[C:3]([NH2:10])=[N:4][CH:5]=[CH:6][C:7]=1[CH3:8], predict the reactants needed to synthesize it. The reactants are: [Br:1][C:2]1[C:3]([NH2:10])=[N:4][CH:5]=[C:6](Br)[C:7]=1[CH3:8].[Li]CCCC. (2) The reactants are: [CH2:1]=O.[CH2:3]([NH:5][CH2:6][CH3:7])[CH3:4].[N+:8]([C:11]1[NH:12][CH:13]=[CH:14][N:15]=1)([O-:10])=[O:9]. Given the product [CH2:3]([N:5]([CH2:6][CH3:7])[CH2:1][C:13]1[N:12]=[C:11]([N+:8]([O-:10])=[O:9])[NH:15][CH:14]=1)[CH3:4], predict the reactants needed to synthesize it. (3) The reactants are: [CH2:1]([O:8][C@:9]1([CH3:24])[C@H:12]([CH2:13][OH:14])[N:11]([C:15]2[CH:20]=[CH:19][C:18]([O:21][CH3:22])=[CH:17][CH:16]=2)[C:10]1=[O:23])[C:2]1[CH:7]=[CH:6][CH:5]=[CH:4][CH:3]=1.[F:25][C:26]([F:39])([F:38])[S:27](O[S:27]([C:26]([F:39])([F:38])[F:25])(=[O:29])=[O:28])(=[O:29])=[O:28].C(N(CC)CC)C.O. Given the product [CH2:1]([O:8][C@:9]1([CH3:24])[C@H:12]([CH2:13][O:14][S:27]([C:26]([F:39])([F:38])[F:25])(=[O:29])=[O:28])[N:11]([C:15]2[CH:16]=[CH:17][C:18]([O:21][CH3:22])=[CH:19][CH:20]=2)[C:10]1=[O:23])[C:2]1[CH:7]=[CH:6][CH:5]=[CH:4][CH:3]=1, predict the reactants needed to synthesize it. (4) Given the product [C:1]([O:5][C:6]([N:8]1[CH2:13][CH2:12][N:11]([S:14]([C:17]2[C:22]([Cl:23])=[CH:21][CH:20]=[C:19]([N+:24]([O-:26])=[O:25])[C:18]=2[OH:30])(=[O:16])=[O:15])[CH2:10][CH2:9]1)=[O:7])([CH3:4])([CH3:3])[CH3:2], predict the reactants needed to synthesize it. The reactants are: [C:1]([O:5][C:6]([N:8]1[CH2:13][CH2:12][N:11]([S:14]([C:17]2[C:22]([Cl:23])=[CH:21][CH:20]=[C:19]([N+:24]([O-:26])=[O:25])[C:18]=2Cl)(=[O:16])=[O:15])[CH2:10][CH2:9]1)=[O:7])([CH3:4])([CH3:3])[CH3:2].[H-].[Na+].[OH2:30]. (5) Given the product [NH2:13][C:7]1[C:6]([F:9])=[C:5]([F:10])[N:4]=[C:3]([F:11])[C:2]=1[Cl:1], predict the reactants needed to synthesize it. The reactants are: [Cl:1][C:2]1[C:3]([F:11])=[N:4][C:5]([F:10])=[C:6]([F:9])[C:7]=1F.[OH-].[NH4+:13]. (6) Given the product [F:39][C:38]([F:41])([F:40])[S:35]([O:10][C:11]1[CH2:16][CH2:15][CH2:14][CH:13]([CH3:17])[CH:12]=1)(=[O:37])=[O:36], predict the reactants needed to synthesize it. The reactants are: C[Li].C(OCC)C.C[Si](C)(C)[O:10][C:11]1[CH2:16][CH2:15][CH2:14][CH:13]([CH3:17])[CH:12]=1.CN(C)CCN(C)C.C1C=CC(N([S:35]([C:38]([F:41])([F:40])[F:39])(=[O:37])=[O:36])[S:35]([C:38]([F:41])([F:40])[F:39])(=[O:37])=[O:36])=CC=1. (7) The reactants are: Br[C:2]1[S:23][C:5]2[N:6]([CH3:22])[C:7](=[O:21])[N:8]([CH2:11][CH2:12][CH2:13][O:14][CH:15]3[CH2:20][CH2:19][CH2:18][CH2:17][O:16]3)[C:9](=[O:10])[C:4]=2[C:3]=1[CH:24]([C:26]1[CH:31]=[CH:30][C:29]([Cl:32])=[CH:28][CH:27]=1)[OH:25].[Cl:33][C:34]1[CH:35]=[C:36](B(O)O)[CH:37]=[CH:38][CH:39]=1.[O-]P([O-])([O-])=O.[K+].[K+].[K+]. Given the product [Cl:33][C:34]1[CH:39]=[C:38]([C:2]2[S:23][C:5]3[N:6]([CH3:22])[C:7](=[O:21])[N:8]([CH2:11][CH2:12][CH2:13][O:14][CH:15]4[CH2:20][CH2:19][CH2:18][CH2:17][O:16]4)[C:9](=[O:10])[C:4]=3[C:3]=2[CH:24]([C:26]2[CH:31]=[CH:30][C:29]([Cl:32])=[CH:28][CH:27]=2)[OH:25])[CH:37]=[CH:36][CH:35]=1, predict the reactants needed to synthesize it.